From a dataset of Full USPTO retrosynthesis dataset with 1.9M reactions from patents (1976-2016). Predict the reactants needed to synthesize the given product. (1) The reactants are: [NH2:1][C:2]1[CH:7]=[CH:6][C:5]([S:8][C:9]2[CH:17]=[CH:16][C:12]([C:13](O)=[O:14])=[CH:11][C:10]=2[NH:18][C:19]2[C:20]3[CH:28]=[C:27]([F:29])[C:26]([CH:30]([CH3:32])[CH3:31])=[N:25][C:21]=3[N:22]=[CH:23][N:24]=2)=[CH:4][CH:3]=1.[NH2:33][C:34]([C:38]1[CH:43]=[CH:42][CH:41]=[CH:40][CH:39]=1)([CH3:37])[CH2:35][OH:36]. Given the product [NH2:1][C:2]1[CH:7]=[CH:6][C:5]([S:8][C:9]2[CH:17]=[CH:16][C:12]([C:13]([NH:33][C:34]([C:38]3[CH:43]=[CH:42][CH:41]=[CH:40][CH:39]=3)([CH3:37])[CH2:35][OH:36])=[O:14])=[CH:11][C:10]=2[NH:18][C:19]2[C:20]3[CH:28]=[C:27]([F:29])[C:26]([CH:30]([CH3:31])[CH3:32])=[N:25][C:21]=3[N:22]=[CH:23][N:24]=2)=[CH:4][CH:3]=1, predict the reactants needed to synthesize it. (2) Given the product [O:24]1[C:28]2=[CH:29][CH:30]=[CH:31][C:32]([C:33]([NH:7][CH2:6][CH:5]([N:8]([CH3:23])[C:9]([C:11]3[N:12]=[C:13]([CH3:22])[S:14][C:15]=3[C:16]3[CH:21]=[CH:20][CH:19]=[CH:18][CH:17]=3)=[O:10])[CH:2]3[CH2:4][CH2:3]3)=[O:34])=[C:27]2[CH:26]=[CH:25]1, predict the reactants needed to synthesize it. The reactants are: [Cl-].[CH:2]1([CH:5]([N:8]([CH3:23])[C:9]([C:11]2[N:12]=[C:13]([CH3:22])[S:14][C:15]=2[C:16]2[CH:21]=[CH:20][CH:19]=[CH:18][CH:17]=2)=[O:10])[CH2:6][NH3+:7])[CH2:4][CH2:3]1.[O:24]1[C:28]2=[CH:29][CH:30]=[CH:31][C:32]([C:33](O)=[O:34])=[C:27]2[CH:26]=[CH:25]1.CCN(C(C)C)C(C)C.CN(C(ON1N=NC2C=CC=NC1=2)=[N+](C)C)C.F[P-](F)(F)(F)(F)F.